From a dataset of Full USPTO retrosynthesis dataset with 1.9M reactions from patents (1976-2016). Predict the reactants needed to synthesize the given product. (1) Given the product [NH2:3][CH2:12][C@H:13]([NH:21][C:22]1[S:23][C:26]([C:28]2[CH:33]=[CH:32][C:31]3[CH:34]=[N:35][CH:36]=[C:37]([Br:38])[C:30]=3[N:29]=2)=[N:25][N:24]=1)[CH2:14][C:15]1[CH:20]=[CH:19][CH:18]=[CH:17][CH:16]=1, predict the reactants needed to synthesize it. The reactants are: O=C1C2C=CC=CC=2C(=O)[N:3]1[CH2:12][C@H:13]([NH:21][C:22]([NH:24][NH:25][C:26]([C:28]1[CH:33]=[CH:32][C:31]2[CH:34]=[N:35][CH:36]=[C:37]([Br:38])[C:30]=2[N:29]=1)=O)=[S:23])[CH2:14][C:15]1[CH:20]=[CH:19][CH:18]=[CH:17][CH:16]=1.N[C@H](CC1C=CC=CC=1)CN1C(=O)C2C=CC=CC=2C1=O.C(N(CC)CC)C.N1C=CC=CC=1OC(OC1C=CC=CN=1)=S.BrC1C2N=C(C(NN)=O)C=CC=2C=NC=1. (2) Given the product [CH3:22][O:23][C:24]([C:26]1[N:27]=[C:28]([NH:31][C:18](=[O:19])[C@@H:8]([NH:7][C:6]([O:5][C:1]([CH3:4])([CH3:3])[CH3:2])=[O:21])[CH2:9][C:10]2[CH:15]=[CH:14][CH:13]=[CH:12][C:11]=2[C:16]#[N:17])[S:29][CH:30]=1)=[O:25], predict the reactants needed to synthesize it. The reactants are: [C:1]([O:5][C:6](=[O:21])[NH:7][C@H:8]([C:18](F)=[O:19])[CH2:9][C:10]1[CH:15]=[CH:14][CH:13]=[CH:12][C:11]=1[C:16]#[N:17])([CH3:4])([CH3:3])[CH3:2].[CH3:22][O:23][C:24]([C:26]1[N:27]=[C:28]([NH2:31])[S:29][CH:30]=1)=[O:25].